This data is from Forward reaction prediction with 1.9M reactions from USPTO patents (1976-2016). The task is: Predict the product of the given reaction. (1) Given the reactants [CH3:1][O:2][C:3](=[O:29])[C:4]1[CH:9]=[CH:8][C:7]([CH3:10])=[C:6]([NH:11][C:12]([C:14]2[C:27](=[O:28])[NH:26][C:17]3[N:18]=[C:19](S(C)(=O)=O)[N:20]=[CH:21][C:16]=3[CH:15]=2)=[O:13])[CH:5]=1.[NH:30]1[CH2:35][CH2:34][O:33][CH2:32][CH2:31]1, predict the reaction product. The product is: [CH3:1][O:2][C:3](=[O:29])[C:4]1[CH:9]=[CH:8][C:7]([CH3:10])=[C:6]([NH:11][C:12]([C:14]2[C:27](=[O:28])[NH:26][C:17]3[N:18]=[C:19]([N:30]4[CH2:35][CH2:34][O:33][CH2:32][CH2:31]4)[N:20]=[CH:21][C:16]=3[CH:15]=2)=[O:13])[CH:5]=1. (2) Given the reactants [Cl:1][C:2]1[CH:3]=[CH:4][C:5]([C:28]([F:31])([F:30])[F:29])=[C:6]([CH:27]=1)[CH2:7][N:8]1[CH2:13][CH2:12][NH:11][C:10]2[N:14]=[CH:15][C:16]([C:18]3[CH:26]=[CH:25][C:21]([C:22](O)=[O:23])=[CH:20][CH:19]=3)=[CH:17][C:9]1=2.[NH2:32][CH2:33][C:34]1[CH:39]=[CH:38][N:37]=[CH:36][CH:35]=1, predict the reaction product. The product is: [Cl:1][C:2]1[CH:3]=[CH:4][C:5]([C:28]([F:30])([F:31])[F:29])=[C:6]([CH:27]=1)[CH2:7][N:8]1[CH2:13][CH2:12][NH:11][C:10]2[N:14]=[CH:15][C:16]([C:18]3[CH:19]=[CH:20][C:21]([C:22]([NH:32][CH2:33][C:34]4[CH:39]=[CH:38][N:37]=[CH:36][CH:35]=4)=[O:23])=[CH:25][CH:26]=3)=[CH:17][C:9]1=2. (3) The product is: [CH2:1]([O:3][C:4](=[O:22])[CH2:5][C:6]1[CH:11]=[CH:10][CH:9]=[C:8]([O:12][C:13]2[CH:18]=[CH:17][C:16]([Br:19])=[CH:15][C:14]=2[CH2:20][S:23][C:24]2[S:25][CH:26]=[CH:27][N:28]=2)[CH:7]=1)[CH3:2]. Given the reactants [CH2:1]([O:3][C:4](=[O:22])[CH2:5][C:6]1[CH:11]=[CH:10][CH:9]=[C:8]([O:12][C:13]2[CH:18]=[CH:17][C:16]([Br:19])=[CH:15][C:14]=2[CH2:20]Br)[CH:7]=1)[CH3:2].[SH:23][C:24]1[S:25][CH:26]=[CH:27][N:28]=1, predict the reaction product. (4) Given the reactants [C:1]([C:4]1[N:5]([CH2:29][C:30]2[CH:35]=[CH:34][CH:33]=[CH:32][N:31]=2)[C:6]2[C:11]([C:12]=1[C:13]([NH:15][CH2:16][C:17]1[CH:22]=[CH:21][C:20]([F:23])=[C:19]([F:24])[CH:18]=1)=[O:14])=[CH:10][CH:9]=[C:8]([O:25][CH:26]([CH3:28])[CH3:27])[CH:7]=2)(=O)[CH3:2].[OH:36][NH2:37].Cl.N1C=CC=CC=1, predict the reaction product. The product is: [F:24][C:19]1[CH:18]=[C:17]([CH:22]=[CH:21][C:20]=1[F:23])[CH2:16][NH:15][C:13]([C:12]1[C:11]2[C:6](=[CH:7][C:8]([O:25][CH:26]([CH3:27])[CH3:28])=[CH:9][CH:10]=2)[N:5]([CH2:29][C:30]2[CH:35]=[CH:34][CH:33]=[CH:32][N:31]=2)[C:4]=1/[C:1](=[N:37]/[OH:36])/[CH3:2])=[O:14]. (5) Given the reactants Cl.[F:2][C:3]1[CH:4]=[C:5]([S:9]([C:12]2[CH:13]=[C:14]3[C:19](=[CH:20][CH:21]=2)[CH:18]([CH2:22][NH2:23])[CH2:17][CH2:16][CH2:15]3)(=[O:11])=[O:10])[CH:6]=[CH:7][CH:8]=1.ON1C2C=CC=CC=2N=N1.C(N(CC)CC)C.[O:41]=[C:42](C)[CH2:43][O:44][C:45](=[O:47])[CH3:46], predict the reaction product. The product is: [F:2][C:3]1[CH:4]=[C:5]([S:9]([C:12]2[CH:13]=[C:14]3[C:19](=[CH:20][CH:21]=2)[C@H:18]([CH2:22][NH:23][C:42]([CH2:43][O:44][C:45](=[O:47])[CH3:46])=[O:41])[CH2:17][CH2:16][CH2:15]3)(=[O:11])=[O:10])[CH:6]=[CH:7][CH:8]=1.